Dataset: Full USPTO retrosynthesis dataset with 1.9M reactions from patents (1976-2016). Task: Predict the reactants needed to synthesize the given product. (1) Given the product [N:1]1([C:16]2[C:21]([CH:22]([CH2:27][CH2:28][CH3:29])[C:23]([O:25][CH3:26])=[O:24])=[C:20]([CH3:30])[N:19]=[C:18]([C:31]3[CH:32]=[CH:33][CH:34]=[CH:35][CH:36]=3)[N:17]=2)[CH2:7][CH2:6][CH2:5][CH2:4][CH2:3][CH2:2]1, predict the reactants needed to synthesize it. The reactants are: [NH:1]1[CH2:7][CH2:6][CH2:5][CH2:4][CH2:3][CH2:2]1.C(N(CC)CC)C.Cl[C:16]1[C:21]([CH:22]([CH2:27][CH2:28][CH3:29])[C:23]([O:25][CH3:26])=[O:24])=[C:20]([CH3:30])[N:19]=[C:18]([C:31]2[CH:36]=[CH:35][CH:34]=[CH:33][CH:32]=2)[N:17]=1. (2) Given the product [Cl:1][C:2]1[N:7]=[C:6]([NH:18][C:17]2[CH:19]=[CH:20][CH:21]=[C:15]([C:14]3[NH:13][N:12]=[N:11][N:10]=3)[CH:16]=2)[C:5]([F:9])=[CH:4][N:3]=1, predict the reactants needed to synthesize it. The reactants are: [Cl:1][C:2]1[N:7]=[C:6](Cl)[C:5]([F:9])=[CH:4][N:3]=1.[NH:10]1[C:14]([C:15]2[CH:16]=[C:17]([CH:19]=[CH:20][CH:21]=2)[NH2:18])=[N:13][N:12]=[N:11]1.O. (3) Given the product [C:41]([O:44][CH2:1][CH2:2][CH2:3][CH2:4][CH2:5][CH2:7][CH2:19][CH2:18][O:46][C:29]1[CH:30]=[CH:31][C:26]([N:11]2[C:12]3[CH:13]=[CH:14][C:15]([C:20]4[S:21][C:22]([CH3:25])=[CH:23][CH:24]=4)=[CH:16][C:17]=3[C:18]3[C:10]2=[CH:9][CH:8]=[C:7]([C:5]2[S:6][C:2]([CH3:1])=[CH:3][CH:4]=2)[CH:19]=3)=[CH:27][CH:28]=1)(=[S:43])[CH3:42], predict the reactants needed to synthesize it. The reactants are: [CH3:1][C:2]1[S:6][C:5]([C:7]2[CH:8]=[CH:9][C:10]3[N:11]([C:26]4[CH:31]=[CH:30][C:29](CCCCCCCCBr)=[CH:28][CH:27]=4)[C:12]4[C:17]([C:18]=3[CH:19]=2)=[CH:16][C:15]([C:20]2[S:21][C:22]([CH3:25])=[CH:23][CH:24]=2)=[CH:14][CH:13]=4)=[CH:4][CH:3]=1.[C:41]([O-:44])(=[S:43])[CH3:42].[K+].[OH2:46]. (4) Given the product [O:1]1[CH2:6][CH2:5][N:4]([C:7]2[CH:12]=[CH:11][N:10]=[C:9]([C:13]3[O:14][C:15]4=[CH:25][N:24]=[CH:23][CH:22]=[C:16]4[C:17]=3[OH:18])[N:8]=2)[CH2:3][CH2:2]1, predict the reactants needed to synthesize it. The reactants are: [O:1]1[CH2:6][CH2:5][N:4]([C:7]2[CH:12]=[CH:11][N:10]=[C:9]([CH2:13][O:14][C:15]3[CH:25]=[N:24][CH:23]=[CH:22][C:16]=3[C:17](OCC)=[O:18])[N:8]=2)[CH2:3][CH2:2]1.[H-].[Na+]. (5) Given the product [O:23]1[CH2:24][CH2:25][N:20]([CH2:1][C@@H:3]2[CH2:12][C:11]3[C:6](=[CH:7][CH:8]=[CH:9][CH:10]=3)[CH2:5][N:4]2[C:13]([O:15][C:16]([CH3:19])([CH3:18])[CH3:17])=[O:14])[CH2:21][CH2:22]1, predict the reactants needed to synthesize it. The reactants are: [CH:1]([C@@H:3]1[CH2:12][C:11]2[C:6](=[CH:7][CH:8]=[CH:9][CH:10]=2)[CH2:5][N:4]1[C:13]([O:15][C:16]([CH3:19])([CH3:18])[CH3:17])=[O:14])=O.[NH:20]1[CH2:25][CH2:24][O:23][CH2:22][CH2:21]1. (6) Given the product [CH2:1]([O:3][C:4](=[O:23])[C:5]1[CH:6]=[CH:7][C:8]([NH:11][C:12](=[O:22])[C:13]2[CH:18]=[CH:17][CH:16]=[C:15]([NH2:19])[CH:14]=2)=[CH:9][CH:10]=1)[CH3:2], predict the reactants needed to synthesize it. The reactants are: [CH2:1]([O:3][C:4](=[O:23])[C:5]1[CH:10]=[CH:9][C:8]([NH:11][C:12](=[O:22])[C:13]2[CH:18]=[CH:17][CH:16]=[C:15]([N+:19]([O-])=O)[CH:14]=2)=[CH:7][CH:6]=1)[CH3:2].[Sn].Cl. (7) Given the product [CH3:1][O:2][C:3](=[O:40])[C:4]1[CH:9]=[CH:8][C:7]([CH2:10][CH2:11][CH:12]([CH:34]2[CH2:35][CH2:36][CH2:37][CH2:38][CH2:39]2)[N:13]2[C:17]3[CH:18]=[C:19]([F:23])[C:20]([F:22])=[CH:21][C:16]=3[N:15]=[C:14]2[C:24]2[C:25]([O:32][CH3:33])=[N:26][C:27]([O:30][CH3:31])=[CH:28][CH:29]=2)=[CH:6][CH:5]=1, predict the reactants needed to synthesize it. The reactants are: [CH3:1][O:2][C:3](=[O:40])[C:4]1[CH:9]=[CH:8][C:7](/[CH:10]=[CH:11]/[CH:12]([CH:34]2[CH2:39][CH2:38][CH2:37][CH2:36][CH2:35]2)[N:13]2[C:17]3[CH:18]=[C:19]([F:23])[C:20]([F:22])=[CH:21][C:16]=3[N:15]=[C:14]2[C:24]2[C:25]([O:32][CH3:33])=[N:26][C:27]([O:30][CH3:31])=[CH:28][CH:29]=2)=[CH:6][CH:5]=1. (8) Given the product [CH:1]1([CH2:6][C@H:7]([CH2:26][C:27](=[O:37])[NH:28][O:29][CH2:30][C:31]2[CH:32]=[CH:33][CH:34]=[CH:35][CH:36]=2)[C:8]([N:10]2[C@H:14]([C:15]([NH:17][C:18]3[CH:23]=[CH:22][CH:21]=[C:20]([CH2:24][CH3:25])[N+:19]=3[O-:46])=[O:16])[CH2:13][CH:12]=[N:11]2)=[O:9])[CH2:5][CH2:4][CH2:3][CH2:2]1, predict the reactants needed to synthesize it. The reactants are: [CH:1]1([CH2:6][C@H:7]([CH2:26][C:27](=[O:37])[NH:28][O:29][CH2:30][C:31]2[CH:36]=[CH:35][CH:34]=[CH:33][CH:32]=2)[C:8]([N:10]2[C@H:14]([C:15]([NH:17][C:18]3[CH:23]=[CH:22][CH:21]=[C:20]([CH2:24][CH3:25])[N:19]=3)=[O:16])[CH2:13][CH:12]=[N:11]2)=[O:9])[CH2:5][CH2:4][CH2:3][CH2:2]1.ClC1C=C(C(OO)=[O:46])C=CC=1. (9) Given the product [CH:31]1([C:30]2[C:15]3[C:14]([N:11]4[CH2:12][CH2:13][NH:8][CH2:9][CH2:10]4)=[N:19][C:18]([C:20]4[CH:25]=[CH:24][N:23]=[C:22]([NH:34][C:35]5[CH:36]=[N:37][CH:38]=[CH:39][CH:40]=5)[CH:21]=4)=[N:17][C:16]=3[CH:27]=[N:28][CH:29]=2)[CH2:32][CH2:33]1, predict the reactants needed to synthesize it. The reactants are: C(OC([N:8]1[CH2:13][CH2:12][N:11]([C:14]2[C:15]3[C:30]([CH:31]4[CH2:33][CH2:32]4)=[CH:29][N:28]=[CH:27][C:16]=3[N:17]=[C:18]([C:20]3[CH:25]=[CH:24][N:23]=[C:22](Cl)[CH:21]=3)[N:19]=2)[CH2:10][CH2:9]1)=O)(C)(C)C.[NH2:34][C:35]1[CH:36]=[N:37][CH:38]=[CH:39][CH:40]=1.